This data is from Reaction yield outcomes from USPTO patents with 853,638 reactions. The task is: Predict the reaction yield, written as a fraction of the theoretical maximum amount of product (1.0 means a 100% yield; for example, 0.34 means a 34% yield). The catalyst is C(Cl)Cl. The product is [CH:27]1([C:26]2[CH:25]=[C:20]([CH:19]=[CH:4][CH:5]=2)[C:21]([O:23][CH3:24])=[O:22])[CH2:18][CH2:16]1. The reactants are C([Zn][CH2:4][CH3:5])C.FC(F)(F)C(O)=O.C(I)I.[CH:16]([C:18]1[CH:19]=[C:20]([CH:25]=[CH:26][CH:27]=1)[C:21]([O:23][CH3:24])=[O:22])=C. The yield is 0.940.